Task: Predict the reaction yield, written as a fraction of the theoretical maximum amount of product (1.0 means a 100% yield; for example, 0.34 means a 34% yield).. Dataset: Reaction yield outcomes from USPTO patents with 853,638 reactions (1) The reactants are [C:1]([C:3]1[CH:4]=[C:5]([N:9]2[C:13]([C:14]([O:16]CC)=[O:15])=[CH:12][C:11]([CH:19]([CH3:21])[CH3:20])=[N:10]2)[CH:6]=[CH:7][CH:8]=1)#[N:2].O.[OH-].[Li+]. No catalyst specified. The product is [C:1]([C:3]1[CH:4]=[C:5]([N:9]2[C:13]([C:14]([OH:16])=[O:15])=[CH:12][C:11]([CH:19]([CH3:21])[CH3:20])=[N:10]2)[CH:6]=[CH:7][CH:8]=1)#[N:2]. The yield is 0.940. (2) The yield is 0.590. The product is [Cl:39][CH2:40][C:41]([O:1][C@@:2]([CH3:38])([C:3](=[O:35])[C@@H:4]([NH:12][C:13](=[O:34])[C@@H:14]([NH:18][C:19](=[O:33])[C@@H:20]([NH:24][C:25]([C:27]1[S:31][C:30]([CH3:32])=[N:29][CH:28]=1)=[O:26])[CH2:21][O:22][CH3:23])[CH2:15][O:16][CH3:17])[CH2:5][C:6]1[CH:7]=[CH:8][CH:9]=[CH:10][CH:11]=1)[CH2:36][I:37])=[O:42]. The reactants are [OH:1][C@:2]([CH3:38])([CH2:36][I:37])[C:3](=[O:35])[C@@H:4]([NH:12][C:13](=[O:34])[C@@H:14]([NH:18][C:19](=[O:33])[C@@H:20]([NH:24][C:25]([C:27]1[S:31][C:30]([CH3:32])=[N:29][CH:28]=1)=[O:26])[CH2:21][O:22][CH3:23])[CH2:15][O:16][CH3:17])[CH2:5][C:6]1[CH:11]=[CH:10][CH:9]=[CH:8][CH:7]=1.[Cl:39][CH2:40][C:41](O[C:41](=[O:42])[CH2:40][Cl:39])=[O:42]. The catalyst is CN(C1C=CN=CC=1)C.C(Cl)Cl. (3) The catalyst is ClCCl. The yield is 0.810. The reactants are [CH2:1]([O:8][C@H]1C[C@@H]([O:8][CH2:1][C:2]2[CH:7]=[CH:6][CH:5]=[CH:4][CH:3]=2)[C@H](C)O[C@H]1O[C@@H](CCC=C)C)[C:2]1[CH:7]=[CH:6][CH:5]=[CH:4][CH:3]=1.[C:31](#N)[CH3:32].[CH3:34][OH:35].[OH2:36]. The product is [OH:8][CH2:1][CH2:2][CH2:3][CH2:4][CH2:5][CH2:6][CH2:7][CH2:31][C:32]([O:35][CH3:34])=[O:36]. (4) The reactants are [CH2:1]([O:3][C:4]([C:6]1[N:7]([CH3:16])[C:8]2[C:13]([C:14]=1[NH2:15])=[CH:12][CH:11]=[CH:10][CH:9]=2)=[O:5])[CH3:2].Br[C:18]1[CH:23]=[CH:22][C:21]([S:24][CH3:25])=[CH:20][C:19]=1[Cl:26].CC1(C)C2C(=C(P(C3C=CC=CC=3)C3C=CC=CC=3)C=CC=2)OC2C(P(C3C=CC=CC=3)C3C=CC=CC=3)=CC=CC1=2.[O-]P([O-])([O-])=O.[K+].[K+].[K+]. The catalyst is C1(C)C=CC=CC=1.C1C=CC(/C=C/C(/C=C/C2C=CC=CC=2)=O)=CC=1.C1C=CC(/C=C/C(/C=C/C2C=CC=CC=2)=O)=CC=1.C1C=CC(/C=C/C(/C=C/C2C=CC=CC=2)=O)=CC=1.[Pd].[Pd]. The product is [CH2:1]([O:3][C:4]([C:6]1[N:7]([CH3:16])[C:8]2[C:13]([C:14]=1[NH:15][C:18]1[CH:23]=[CH:22][C:21]([S:24][CH3:25])=[CH:20][C:19]=1[Cl:26])=[CH:12][CH:11]=[CH:10][CH:9]=2)=[O:5])[CH3:2]. The yield is 0.880. (5) The reactants are O1[C:5]2([CH2:10][CH2:9][CH:8]([C:11]3[S:19][C:18]4[C:13](=[N:14][CH:15]=[CH:16][C:17]=4[O:20][C:21]4[CH:26]=[CH:25][C:24]([NH:27][C:28]([C:30]5[C:31](=[O:43])[N:32]([C:36]6[CH:41]=[CH:40][C:39]([F:42])=[CH:38][CH:37]=6)[N:33]=[CH:34][CH:35]=5)=[O:29])=[CH:23][C:22]=4[F:44])[CH:12]=3)[CH2:7][CH2:6]2)[O:4]CC1.C(O)(C(F)(F)F)=O. No catalyst specified. The product is [F:44][C:22]1[CH:23]=[C:24]([NH:27][C:28]([C:30]2[C:31](=[O:43])[N:32]([C:36]3[CH:37]=[CH:38][C:39]([F:42])=[CH:40][CH:41]=3)[N:33]=[CH:34][CH:35]=2)=[O:29])[CH:25]=[CH:26][C:21]=1[O:20][C:17]1[CH:16]=[CH:15][N:14]=[C:13]2[CH:12]=[C:11]([CH:8]3[CH2:7][CH2:6][C:5](=[O:4])[CH2:10][CH2:9]3)[S:19][C:18]=12. The yield is 0.429. (6) The reactants are [Br:1][C:2]1[CH:7]=[CH:6][CH:5]=[C:4]([Br:8])[N+:3]=1[O-:9].[N+:10]([O-])([OH:12])=[O:11].N. The catalyst is S(=O)(=O)(O)O. The product is [Br:1][C:2]1[CH:7]=[C:6]([N+:10]([O-:12])=[O:11])[CH:5]=[C:4]([Br:8])[N+:3]=1[O-:9]. The yield is 0.830. (7) The reactants are [Br:1][C:2]1[CH:23]=[C:22](/[CH:24]=[CH:25]/[CH:26]([C:31]2[CH:36]=[C:35]([Cl:37])[C:34]([Cl:38])=[C:33]([Cl:39])[CH:32]=2)[C:27]([F:30])([F:29])[F:28])[CH:21]=[CH:20][C:3]=1[C:4]([NH:6][CH:7]1[CH2:12][CH2:11][N:10](C(OC(C)(C)C)=O)[CH2:9][CH2:8]1)=[O:5]. The catalyst is Cl.O1CCOCC1. The product is [Br:1][C:2]1[CH:23]=[C:22](/[CH:24]=[CH:25]/[CH:26]([C:31]2[CH:32]=[C:33]([Cl:39])[C:34]([Cl:38])=[C:35]([Cl:37])[CH:36]=2)[C:27]([F:30])([F:28])[F:29])[CH:21]=[CH:20][C:3]=1[C:4]([NH:6][CH:7]1[CH2:12][CH2:11][NH:10][CH2:9][CH2:8]1)=[O:5]. The yield is 0.880.